From a dataset of Forward reaction prediction with 1.9M reactions from USPTO patents (1976-2016). Predict the product of the given reaction. (1) Given the reactants [CH2:1]([O:3][C:4](=[O:16])[CH:5]([CH2:10][PH:11]([O:13]CC)=O)[CH2:6][CH:7]([CH3:9])[CH3:8])[CH3:2].C(N(C(C)C)CC)(C)C.C[Si]([CH:30]([Si](C)(C)C)[C:31](N)=[O:32])(C)C.[CH2:38]=[O:39], predict the reaction product. The product is: [CH2:1]([O:3][C:4](=[O:16])[C:5]([CH2:10][PH:11]([CH2:38][OH:39])=[O:13])([O:32][CH2:31][CH3:30])[CH2:6][CH:7]([CH3:8])[CH3:9])[CH3:2]. (2) Given the reactants [S:1]1[CH:5]=[CH:4][N:3]=[C:2]1[C:6]([OH:8])=O.CN(C(ON1N=NC2C=CC=NC1=2)=[N+](C)C)C.F[P-](F)(F)(F)(F)F.CCN(C(C)C)C(C)C.Cl.[CH2:43]([O:50][C:51](=[O:70])[NH:52][CH2:53][CH2:54][CH2:55][CH2:56][C@H:57]([NH2:69])[C:58]([C:60]1[S:61][C:62]2[CH:68]=[CH:67][CH:66]=[CH:65][C:63]=2[N:64]=1)=[O:59])[C:44]1[CH:49]=[CH:48][CH:47]=[CH:46][CH:45]=1, predict the reaction product. The product is: [CH2:43]([O:50][C:51](=[O:70])[NH:52][CH2:53][CH2:54][CH2:55][CH2:56][C@H:57]([NH:69][C:6]([C:2]1[S:1][CH:5]=[CH:4][N:3]=1)=[O:8])[C:58]([C:60]1[S:61][C:62]2[CH:68]=[CH:67][CH:66]=[CH:65][C:63]=2[N:64]=1)=[O:59])[C:44]1[CH:49]=[CH:48][CH:47]=[CH:46][CH:45]=1.